The task is: Predict the product of the given reaction.. This data is from Forward reaction prediction with 1.9M reactions from USPTO patents (1976-2016). (1) Given the reactants Cl[CH2:2][CH2:3][CH2:4][N:5]1[CH2:10][CH2:9][CH2:8][N:7]([CH:11]([CH:15]([CH3:17])[CH3:16])[C:12]([OH:14])=[O:13])[C:6]1=[O:18].[C:19]1(=[O:29])[NH:23][C:22](=[O:24])[C:21]2=[CH:25][CH:26]=[CH:27][CH:28]=[C:20]12.[K].[I-].[K+], predict the reaction product. The product is: [O:24]=[C:22]1[C:21]2[C:20](=[CH:28][CH:27]=[CH:26][CH:25]=2)[C:19](=[O:29])[N:23]1[CH2:2][CH2:3][CH2:4][N:5]1[CH2:10][CH2:9][CH2:8][N:7]([CH:11]([CH:15]([CH3:17])[CH3:16])[C:12]([OH:14])=[O:13])[C:6]1=[O:18]. (2) Given the reactants O.[CH3:2][C:3]([C:5]1[CH:10]=[CH:9][C:8]([OH:11])=[CH:7][C:6]=1[OH:12])=O.O.[NH2:14][CH2:15][C:16]([O-:18])=[O:17].NCC([O-])=O.[Zn+2:24], predict the reaction product. The product is: [Zn:24].[OH:12][C:6]1[CH:7]=[C:8]([OH:11])[CH:9]=[CH:10][C:5]=1[CH2:3][CH2:2][NH:14][CH2:15][C:16]([OH:18])=[O:17]. (3) Given the reactants C(O[C:6](=O)[N:7](C)[C@@H:8]1[CH2:12][CH2:11][C@H:10]([NH:13][C:14](=[O:17])[CH2:15][CH3:16])[CH2:9]1)(C)(C)C.[F:20][C:21]([F:26])([F:25])[C:22]([OH:24])=[O:23], predict the reaction product. The product is: [F:20][C:21]([F:26])([F:25])[C:22]([OH:24])=[O:23].[CH3:6][NH:7][C@@H:8]1[CH2:12][CH2:11][C@H:10]([NH:13][C:14](=[O:17])[CH2:15][CH3:16])[CH2:9]1. (4) Given the reactants ClCCl.Cl[C:5]1[C:6]([F:34])=[C:7]([CH:31]=[CH:32][CH:33]=1)[C:8]([N:10]1[CH2:15][CH2:14][N:13]([C:16]([O:18][C:19]([CH3:22])([CH3:21])[CH3:20])=[O:17])[CH2:12][CH:11]1[CH2:23][O:24][C:25]1[CH:26]=[N:27][CH:28]=[CH:29][CH:30]=1)=[O:9].C1(B(O)O)C=CC=CC=1.C(=O)([O-])[O-].[Na+].[Na+].B(O)O, predict the reaction product. The product is: [F:34][C:6]1[CH:5]=[CH:33][CH:32]=[CH:31][C:7]=1[C:8]([N:10]1[CH2:15][CH2:14][N:13]([C:16]([O:18][C:19]([CH3:21])([CH3:22])[CH3:20])=[O:17])[CH2:12][CH:11]1[CH2:23][O:24][C:25]1[CH:26]=[N:27][CH:28]=[CH:29][CH:30]=1)=[O:9]. (5) Given the reactants C[O:2][C:3]([C:5]1[S:9][C:8]2[C:10]([N+:14]([O-:16])=[O:15])=[CH:11][CH:12]=[CH:13][C:7]=2[CH:6]=1)=[O:4].[OH-].[Na+], predict the reaction product. The product is: [N+:14]([C:10]1[C:8]2[S:9][C:5]([C:3]([OH:4])=[O:2])=[CH:6][C:7]=2[CH:13]=[CH:12][CH:11]=1)([O-:16])=[O:15].